Dataset: Full USPTO retrosynthesis dataset with 1.9M reactions from patents (1976-2016). Task: Predict the reactants needed to synthesize the given product. (1) Given the product [CH3:11][C:6]1[CH:7]=[C:8]([CH3:10])[CH:9]=[C:4]([CH3:3])[C:5]=1[NH:12][C:13]([NH:15][C:16]1[CH:17]=[C:18]([C:37]2[CH:38]=[CH:39][CH:40]=[CH:41][CH:42]=2)[CH:19]=[CH:20][C:21]=1[C:22]([NH:24][C:25]1([C:33]([OH:35])=[O:34])[CH2:32][CH2:31][CH2:30][CH2:29][CH2:28][CH2:27][CH2:26]1)=[O:23])=[O:14], predict the reactants needed to synthesize it. The reactants are: [OH-].[Li+].[CH3:3][C:4]1[CH:9]=[C:8]([CH3:10])[CH:7]=[C:6]([CH3:11])[C:5]=1[NH:12][C:13]([NH:15][C:16]1[CH:17]=[C:18]([C:37]2[CH:42]=[CH:41][CH:40]=[CH:39][CH:38]=2)[CH:19]=[CH:20][C:21]=1[C:22]([NH:24][C:25]1([C:33]([O:35]C)=[O:34])[CH2:32][CH2:31][CH2:30][CH2:29][CH2:28][CH2:27][CH2:26]1)=[O:23])=[O:14].CO.O. (2) Given the product [Br:1][C:2]1[CH:3]=[C:4]2[C:9](=[CH:10][C:11]=1[CH2:12][N:13]1[CH2:18][CH2:17][N:16]([CH:37]3[CH2:38][O:39][C:34]([CH3:41])([CH3:33])[O:35][CH2:36]3)[CH2:15][CH2:14]1)[N:8]=[CH:7][N:6]([NH:19][C:20]1[CH:25]=[C:24]([Cl:26])[CH:23]=[CH:22][C:21]=1[S:27]([CH2:30][CH3:31])(=[O:28])=[O:29])[C:5]2=[O:32], predict the reactants needed to synthesize it. The reactants are: [Br:1][C:2]1[CH:3]=[C:4]2[C:9](=[CH:10][C:11]=1[CH2:12][N:13]1[CH2:18][CH2:17][NH:16][CH2:15][CH2:14]1)[N:8]=[CH:7][N:6]([NH:19][C:20]1[CH:25]=[C:24]([Cl:26])[CH:23]=[CH:22][C:21]=1[S:27]([CH2:30][CH3:31])(=[O:29])=[O:28])[C:5]2=[O:32].[CH3:33][C:34]1([CH3:41])[O:39][CH2:38][C:37](=O)[CH2:36][O:35]1. (3) Given the product [CH:42]1([S:39]([NH:38][C:35]2[CH:36]=[CH:37][C:32]([C:2]3[C:3]4[S:10][C:9]([C:11]5[CH2:12][CH2:13][N:14]([C:17]([O:19][C:20]([CH3:23])([CH3:22])[CH3:21])=[O:18])[CH2:15][CH:16]=5)=[CH:8][C:4]=4[N:5]=[CH:6][N:7]=3)=[CH:33][CH:34]=2)(=[O:40])=[O:41])[CH2:44][CH2:43]1, predict the reactants needed to synthesize it. The reactants are: Cl[C:2]1[C:3]2[S:10][C:9]([C:11]3[CH2:12][CH2:13][N:14]([C:17]([O:19][C:20]([CH3:23])([CH3:22])[CH3:21])=[O:18])[CH2:15][CH:16]=3)=[CH:8][C:4]=2[N:5]=[CH:6][N:7]=1.CC1(C)C(C)(C)OB([C:32]2[CH:37]=[CH:36][C:35]([NH:38][S:39]([CH:42]3[CH2:44][CH2:43]3)(=[O:41])=[O:40])=[CH:34][CH:33]=2)O1.C(=O)([O-])[O-].[K+].[K+]. (4) Given the product [Br:1][C:2]1[CH:3]=[C:4]2[C:9](=[CH:10][CH:11]=1)[C:8]([N:14]1[CH2:15][CH2:16][CH:17]3[CH:22]([CH2:21][CH2:20][CH2:19][CH2:18]3)[CH2:13]1)=[N:7][N:6]=[CH:5]2, predict the reactants needed to synthesize it. The reactants are: [Br:1][C:2]1[CH:3]=[C:4]2[C:9](=[CH:10][CH:11]=1)[C:8](Cl)=[N:7][N:6]=[CH:5]2.[CH2:13]1[CH:22]2[CH:17]([CH2:18][CH2:19][CH2:20][CH2:21]2)[CH2:16][CH2:15][NH:14]1.C(=O)([O-])[O-].[K+].[K+]. (5) Given the product [CH3:22][S:19]([C:16]1[CH:17]=[CH:18][C:13]([CH2:12][N:8]2[C:7](=[O:23])[CH:6]3[CH2:24][O:25][CH2:26][CH2:27][N:5]3[C:4]3[N:3]=[C:2]([C:36]4[CH:41]=[CH:40][N:39]=[C:38]5[N:42]([S:45]([C:48]6[CH:54]=[CH:53][C:51]([CH3:52])=[CH:50][CH:49]=6)(=[O:46])=[O:47])[CH:43]=[CH:44][C:37]=45)[N:11]=[CH:10][C:9]2=3)=[CH:14][CH:15]=1)(=[O:21])=[O:20], predict the reactants needed to synthesize it. The reactants are: Cl[C:2]1[N:11]=[CH:10][C:9]2[N:8]([CH2:12][C:13]3[CH:18]=[CH:17][C:16]([S:19]([CH3:22])(=[O:21])=[O:20])=[CH:15][CH:14]=3)[C:7](=[O:23])[CH:6]3[CH2:24][O:25][CH2:26][CH2:27][N:5]3[C:4]=2[N:3]=1.CC1(C)C(C)(C)OB([C:36]2[CH:41]=[CH:40][N:39]=[C:38]3[N:42]([S:45]([C:48]4[CH:54]=[CH:53][C:51]([CH3:52])=[CH:50][CH:49]=4)(=[O:47])=[O:46])[CH:43]=[CH:44][C:37]=23)O1.C([O-])(O)=O.[Na+]. (6) Given the product [NH2:20][C:16]1[O:1][C:2]2[CH2:3][N:4]([C:9]([O:11][C:12]([CH3:15])([CH3:14])[CH3:13])=[O:10])[CH2:5][CH2:6][C:7]=2[C:17]=1[C:18]#[N:19], predict the reactants needed to synthesize it. The reactants are: [OH:1][CH:2]1[C:7](=O)[CH2:6][CH2:5][N:4]([C:9]([O:11][C:12]([CH3:15])([CH3:14])[CH3:13])=[O:10])[CH2:3]1.[C:16](#[N:20])[CH2:17][C:18]#[N:19].C(NCC)C. (7) Given the product [CH:1]1([CH2:4][N:5]([CH2:24][CH2:25][CH3:26])[C:6]2[N:11]=[CH:10][N:9]=[C:8]([C:12]([NH:14][C:15]3[CH:20]=[CH:19][C:18]([CH2:28][N:29]([CH3:38])[CH2:30][C:31]([O:33][C:34]([CH3:37])([CH3:36])[CH3:35])=[O:32])=[CH:17][C:16]=3[CH3:23])=[O:13])[CH:7]=2)[CH2:3][CH2:2]1, predict the reactants needed to synthesize it. The reactants are: [CH:1]1([CH2:4][N:5]([CH2:24][CH2:25][CH3:26])[C:6]2[N:11]=[CH:10][N:9]=[C:8]([C:12]([NH:14][C:15]3[CH:20]=[CH:19][C:18](C=O)=[CH:17][C:16]=3[CH3:23])=[O:13])[CH:7]=2)[CH2:3][CH2:2]1.Cl.[CH3:28][NH:29][CH2:30][C:31]([O:33][C:34]([CH3:37])([CH3:36])[CH3:35])=[O:32].[C:38](=O)([O-])[O-].C(O[BH-](OC(=O)C)OC(=O)C)(=O)C. (8) Given the product [C:34]([NH:39][NH:40][C:27]([CH:24]1[CH2:25][CH2:26][N:21]([C:18]2[N:19]=[CH:20][C:15]([NH:14][C:12]([C:10]3[N:11]=[C:7]([C:1]4[CH:6]=[CH:5][CH:4]=[CH:3][CH:2]=4)[O:8][C:9]=3[C:30]([F:31])([F:33])[F:32])=[O:13])=[CH:16][CH:17]=2)[CH2:22][CH2:23]1)=[O:28])(=[O:38])[CH:35]([CH3:37])[CH3:36], predict the reactants needed to synthesize it. The reactants are: [C:1]1([C:7]2[O:8][C:9]([C:30]([F:33])([F:32])[F:31])=[C:10]([C:12]([NH:14][C:15]3[CH:16]=[CH:17][C:18]([N:21]4[CH2:26][CH2:25][CH:24]([C:27](O)=[O:28])[CH2:23][CH2:22]4)=[N:19][CH:20]=3)=[O:13])[N:11]=2)[CH:6]=[CH:5][CH:4]=[CH:3][CH:2]=1.[C:34]([NH:39][NH2:40])(=[O:38])[CH:35]([CH3:37])[CH3:36].C(N(CC)CC)C.C(O)C(N)(CO)CO.[N-]=C=O.